Predict the reaction yield, written as a fraction of the theoretical maximum amount of product (1.0 means a 100% yield; for example, 0.34 means a 34% yield). From a dataset of Reaction yield outcomes from USPTO patents with 853,638 reactions. (1) The reactants are [C:1]([O:9][C@@H:10]([CH2:89][C:90]([Br:92])=[CH2:91])[CH2:11][CH2:12][C@@:13]12[O:88][C@@H:16]3[C@H:17]4[C@@H:22]([O:23][C@@H:15]3[CH2:14]1)[C@@H:21]([O:24]2)[C@H:20]1[O:25][C@@H:26]([CH2:29][CH:30]([OH:87])[CH:31]([C@@H:41]2[C@@H:45]([O:46][CH3:47])[C@@H:44]([CH2:48][C@H:49]([O:59][Si:60]([C:63]([CH3:66])([CH3:65])[CH3:64])([CH3:62])[CH3:61])[CH2:50][O:51][Si:52]([C:55]([CH3:58])([CH3:57])[CH3:56])([CH3:54])[CH3:53])[O:43][C@H:42]2[CH2:67][C@@H:68]2[C:73](=[CH2:74])[C@H:72]([CH3:75])[CH2:71][C@H:70]([CH2:76][CH2:77][CH2:78][O:79][Si:80]([CH2:85][CH3:86])([CH2:83][CH3:84])[CH2:81][CH3:82])[O:69]2)[S:32]([C:35]2[CH:40]=[CH:39][CH:38]=[CH:37][CH:36]=2)(=[O:34])=[O:33])[CH2:27][CH2:28][C@@H:19]1[O:18]4)(=[O:8])[C:2]1[CH:7]=[CH:6][CH:5]=[CH:4][CH:3]=1.C(=O)(O)[O-].[Na+].CC(OI1(OC(C)=O)(OC(C)=O)OC(=O)C2C=CC=CC1=2)=O.CC(OC)(C)C. The catalyst is C(Cl)Cl. The product is [C:1]([O:9][C@@H:10]([CH2:89][C:90]([Br:92])=[CH2:91])[CH2:11][CH2:12][C@@:13]12[O:88][C@@H:16]3[C@H:17]4[C@@H:22]([O:23][C@@H:15]3[CH2:14]1)[C@@H:21]([O:24]2)[C@H:20]1[O:25][C@@H:26]([CH2:29][C:30](=[O:87])[CH:31]([C@@H:41]2[C@@H:45]([O:46][CH3:47])[C@@H:44]([CH2:48][C@H:49]([O:59][Si:60]([C:63]([CH3:66])([CH3:64])[CH3:65])([CH3:61])[CH3:62])[CH2:50][O:51][Si:52]([C:55]([CH3:57])([CH3:56])[CH3:58])([CH3:54])[CH3:53])[O:43][C@H:42]2[CH2:67][C@@H:68]2[C:73](=[CH2:74])[C@H:72]([CH3:75])[CH2:71][C@H:70]([CH2:76][CH2:77][CH2:78][O:79][Si:80]([CH2:81][CH3:82])([CH2:85][CH3:86])[CH2:83][CH3:84])[O:69]2)[S:32]([C:35]2[CH:36]=[CH:37][CH:38]=[CH:39][CH:40]=2)(=[O:33])=[O:34])[CH2:27][CH2:28][C@@H:19]1[O:18]4)(=[O:8])[C:2]1[CH:3]=[CH:4][CH:5]=[CH:6][CH:7]=1. The yield is 0.690. (2) The reactants are [CH2:1]([C:8]1([NH:11][C:12](=[O:15])[CH2:13][CH3:14])[CH2:10][CH2:9]1)[C:2]1[CH:7]=[CH:6][CH:5]=[CH:4][CH:3]=1.[N+:16]([O-])([O-:18])=[O:17].[K+].[OH-].[Na+]. The catalyst is OS(O)(=O)=O. The product is [N+:16]([C:5]1[CH:6]=[CH:7][C:2]([CH2:1][C:8]2([NH:11][C:12](=[O:15])[CH2:13][CH3:14])[CH2:9][CH2:10]2)=[CH:3][CH:4]=1)([O-:18])=[O:17]. The yield is 0.370.